From a dataset of Peptide-MHC class I binding affinity with 185,985 pairs from IEDB/IMGT. Regression. Given a peptide amino acid sequence and an MHC pseudo amino acid sequence, predict their binding affinity value. This is MHC class I binding data. (1) The peptide sequence is WQQIGLVEV. The MHC is HLA-A23:01 with pseudo-sequence HLA-A23:01. The binding affinity (normalized) is 0.0847. (2) The peptide sequence is PGDLQTLAL. The MHC is HLA-A66:01 with pseudo-sequence HLA-A66:01. The binding affinity (normalized) is 0.0359. (3) The peptide sequence is DFISMYFPW. The MHC is HLA-B18:01 with pseudo-sequence HLA-B18:01. The binding affinity (normalized) is 0.367. (4) The peptide sequence is YPFYVSPTEM. The MHC is HLA-B51:01 with pseudo-sequence HLA-B51:01. The binding affinity (normalized) is 0.321. (5) The peptide sequence is VWLGFIAGL. The binding affinity (normalized) is 0.771. The MHC is HLA-A30:02 with pseudo-sequence HLA-A30:02. (6) The peptide sequence is MGMEQTMSV. The MHC is HLA-B27:03 with pseudo-sequence HLA-B27:03. The binding affinity (normalized) is 0.0847. (7) The MHC is HLA-A26:01 with pseudo-sequence HLA-A26:01. The binding affinity (normalized) is 0.0847. The peptide sequence is RLYYDSMSY. (8) The peptide sequence is HDKYHSNV. The MHC is Mamu-B01 with pseudo-sequence Mamu-B01. The binding affinity (normalized) is 0. (9) The peptide sequence is LPDYGELTLD. The MHC is HLA-B35:01 with pseudo-sequence HLA-B35:01. The binding affinity (normalized) is 0.149.